Dataset: Forward reaction prediction with 1.9M reactions from USPTO patents (1976-2016). Task: Predict the product of the given reaction. (1) Given the reactants C([O:5][C:6](=[O:38])[CH2:7][O:8][C:9]1[C:14]2[CH2:15][CH2:16][CH2:17][CH2:18][CH:19]([N:20]([CH3:37])[S:21]([C:24]3[CH:25]=[C:26]([C:30]4[CH:35]=[CH:34][C:33]([CH3:36])=[CH:32][CH:31]=4)[CH:27]=[CH:28][CH:29]=3)(=[O:23])=[O:22])[C:13]=2[CH:12]=[CH:11][CH:10]=1)(C)(C)C.[OH-].[Na+], predict the reaction product. The product is: [CH3:37][N:20]([S:21]([C:24]1[CH:25]=[C:26]([C:30]2[CH:31]=[CH:32][C:33]([CH3:36])=[CH:34][CH:35]=2)[CH:27]=[CH:28][CH:29]=1)(=[O:22])=[O:23])[CH:19]1[C:13]2[CH:12]=[CH:11][CH:10]=[C:9]([O:8][CH2:7][C:6]([OH:38])=[O:5])[C:14]=2[CH2:15][CH2:16][CH2:17][CH2:18]1. (2) Given the reactants [F:1][C:2]1[CH:3]=[C:4]([CH2:12][OH:13])[CH:5]=[CH:6][C:7]=1[C:8]([F:11])([F:10])[F:9].Cl[C:15]1[CH:25]=[C:19]2[N:20]([CH3:24])[CH2:21][CH2:22][CH2:23][N:18]2[C:17](=[O:26])[N:16]=1, predict the reaction product. The product is: [F:1][C:2]1[CH:3]=[C:4]([CH:5]=[CH:6][C:7]=1[C:8]([F:10])([F:11])[F:9])[CH2:12][O:13][C:15]1[CH:25]=[C:19]2[N:20]([CH3:24])[CH2:21][CH2:22][CH2:23][N:18]2[C:17](=[O:26])[N:16]=1.